This data is from NCI-60 drug combinations with 297,098 pairs across 59 cell lines. The task is: Regression. Given two drug SMILES strings and cell line genomic features, predict the synergy score measuring deviation from expected non-interaction effect. (1) Synergy scores: CSS=-3.73, Synergy_ZIP=2.19, Synergy_Bliss=3.55, Synergy_Loewe=-4.92, Synergy_HSA=-4.88. Cell line: HCT-15. Drug 2: CC1CCC2CC(C(=CC=CC=CC(CC(C(=O)C(C(C(=CC(C(=O)CC(OC(=O)C3CCCCN3C(=O)C(=O)C1(O2)O)C(C)CC4CCC(C(C4)OC)OCCO)C)C)O)OC)C)C)C)OC. Drug 1: CC1=C(C(CCC1)(C)C)C=CC(=CC=CC(=CC(=O)O)C)C. (2) Drug 1: C1=NC2=C(N=C(N=C2N1C3C(C(C(O3)CO)O)O)F)N. Drug 2: CCC(=C(C1=CC=CC=C1)C2=CC=C(C=C2)OCCN(C)C)C3=CC=CC=C3.C(C(=O)O)C(CC(=O)O)(C(=O)O)O. Cell line: SK-OV-3. Synergy scores: CSS=1.54, Synergy_ZIP=0.817, Synergy_Bliss=-2.76, Synergy_Loewe=-2.31, Synergy_HSA=-2.55. (3) Drug 1: CC1=C(C(CCC1)(C)C)C=CC(=CC=CC(=CC(=O)O)C)C. Drug 2: CNC(=O)C1=NC=CC(=C1)OC2=CC=C(C=C2)NC(=O)NC3=CC(=C(C=C3)Cl)C(F)(F)F. Cell line: NCIH23. Synergy scores: CSS=10.0, Synergy_ZIP=8.63, Synergy_Bliss=4.88, Synergy_Loewe=6.54, Synergy_HSA=3.33. (4) Drug 1: C1=C(C(=O)NC(=O)N1)F. Synergy scores: CSS=21.1, Synergy_ZIP=-7.39, Synergy_Bliss=-1.20, Synergy_Loewe=-2.01, Synergy_HSA=1.32. Drug 2: CN(CC1=CN=C2C(=N1)C(=NC(=N2)N)N)C3=CC=C(C=C3)C(=O)NC(CCC(=O)O)C(=O)O. Cell line: NCI/ADR-RES. (5) Drug 1: C1=CC=C(C(=C1)C(C2=CC=C(C=C2)Cl)C(Cl)Cl)Cl. Drug 2: CCCCCOC(=O)NC1=NC(=O)N(C=C1F)C2C(C(C(O2)C)O)O. Cell line: HOP-92. Synergy scores: CSS=-3.75, Synergy_ZIP=0.458, Synergy_Bliss=-1.28, Synergy_Loewe=-1.86, Synergy_HSA=-3.38.